This data is from Catalyst prediction with 721,799 reactions and 888 catalyst types from USPTO. The task is: Predict which catalyst facilitates the given reaction. (1) Reactant: [CH:1]1([NH:6][C:7]2[N:12]3[N:13]=[C:14]([C:28]4[CH:33]=[CH:32][C:31]([OH:34])=[CH:30][CH:29]=4)[C:15]([C:16]4[CH:21]=[CH:20][N:19]=[C:18]([NH:22][CH:23]5[CH2:27][CH2:26][CH2:25][CH2:24]5)[N:17]=4)=[C:11]3[CH:10]=[CH:9][CH:8]=2)[CH2:5][CH2:4][CH2:3][CH2:2]1.[C:35]1(B(O)O)[CH:40]=[CH:39][CH:38]=[CH:37][CH:36]=1.C(N(CC)CC)C. Product: [CH:1]1([NH:6][C:7]2[N:12]3[N:13]=[C:14]([C:28]4[CH:29]=[CH:30][C:31]([O:34][C:35]5[CH:40]=[CH:39][CH:38]=[CH:37][CH:36]=5)=[CH:32][CH:33]=4)[C:15]([C:16]4[CH:21]=[CH:20][N:19]=[C:18]([NH:22][CH:23]5[CH2:24][CH2:25][CH2:26][CH2:27]5)[N:17]=4)=[C:11]3[CH:10]=[CH:9][CH:8]=2)[CH2:2][CH2:3][CH2:4][CH2:5]1. The catalyst class is: 221. (2) Reactant: [Br:1][C:2]1[CH:3]=[C:4]([CH:9]2[CH2:14][CH:13]([S:15]([C:18]3[CH:23]=[CH:22][CH:21]=[C:20]([C:24]([F:27])([F:26])[F:25])[CH:19]=3)(=[O:17])=[O:16])[CH2:12][CH2:11][O:10]2)[CH:5]=[CH:6][C:7]=1[F:8].[CH3:28]C([O-])(C)C.[K+].CI. Product: [Br:1][C:2]1[CH:3]=[C:4]([CH:9]2[CH2:14][C:13]([CH3:28])([S:15]([C:18]3[CH:23]=[CH:22][CH:21]=[C:20]([C:24]([F:27])([F:25])[F:26])[CH:19]=3)(=[O:17])=[O:16])[CH2:12][CH2:11][O:10]2)[CH:5]=[CH:6][C:7]=1[F:8]. The catalyst class is: 1.